This data is from Reaction yield outcomes from USPTO patents with 853,638 reactions. The task is: Predict the reaction yield, written as a fraction of the theoretical maximum amount of product (1.0 means a 100% yield; for example, 0.34 means a 34% yield). (1) The reactants are Cl[C:2]([O:4][CH2:5][CH3:6])=[O:3].C(N(CC)CC)C.[OH:14][CH2:15][C@@H:16]1[O:20][C:19](=[O:21])[N:18]([C:22]2[CH:31]=[C:30]3[C:25]([CH:26]=[C:27]([C:33]4[CH:38]=[CH:37][CH:36]=[CH:35][C:34]=4[C:39]([F:42])([F:41])[F:40])[NH:28][C:29]3=[O:32])=[CH:24][CH:23]=2)[CH2:17]1.[Cl-].[NH4+]. The catalyst is ClCCl. The product is [O:21]=[C:19]1[N:18]([C:22]2[CH:31]=[C:30]3[C:25]([CH:26]=[C:27]([C:33]4[CH:38]=[CH:37][CH:36]=[CH:35][C:34]=4[C:39]([F:41])([F:40])[F:42])[NH:28][C:29]3=[O:32])=[CH:24][CH:23]=2)[CH2:17][C@H:16]([CH2:15][O:14][C:2](=[O:3])[O:4][CH2:5][CH3:6])[O:20]1. The yield is 0.170. (2) The reactants are [CH3:1][N:2]1[CH:12]=[CH:11][C:5]2[O:6][CH2:7][C:8](=[O:10])[NH:9][C:4]=2[C:3]1=[O:13].C1C(=O)N([Br:21])C(=O)C1.CC(=O)OCC. The catalyst is CC#N. The product is [Br:21][C:11]1[C:5]2[O:6][CH2:7][C:8](=[O:10])[NH:9][C:4]=2[C:3](=[O:13])[N:2]([CH3:1])[CH:12]=1. The yield is 0.390.